From a dataset of Forward reaction prediction with 1.9M reactions from USPTO patents (1976-2016). Predict the product of the given reaction. (1) Given the reactants I[C:2]1[CH:7]=[CH:6][CH:5]=[CH:4][N:3]=1.[CH2:8]([C:12]1[N:16]([CH3:17])[C:15]2[C:18]([Cl:22])=[CH:19][CH:20]=[CH:21][C:14]=2[N:13]=1)[CH2:9][C:10]#[CH:11], predict the reaction product. The product is: [Cl:22][C:18]1[C:15]2[N:16]([CH3:17])[C:12]([CH2:8][CH2:9][C:10]#[C:11][C:2]3[CH:7]=[CH:6][CH:5]=[CH:4][N:3]=3)=[N:13][C:14]=2[CH:21]=[CH:20][CH:19]=1. (2) Given the reactants C([NH:4][C:5]1[S:6][CH:7]=[C:8]([CH2:10][O:11][C:12]2[CH:17]=[CH:16][C:15]([NH:18][C:19]([C:21]3[C:22]([C:27]4[CH:32]=[CH:31][C:30]([C:33]([F:36])([F:35])[F:34])=[CH:29][CH:28]=4)=[CH:23][CH:24]=[CH:25][CH:26]=3)=[O:20])=[CH:14][CH:13]=2)[N:9]=1)(=O)C.Cl, predict the reaction product. The product is: [NH2:4][C:5]1[S:6][CH:7]=[C:8]([CH2:10][O:11][C:12]2[CH:17]=[CH:16][C:15]([NH:18][C:19]([C:21]3[C:22]([C:27]4[CH:28]=[CH:29][C:30]([C:33]([F:36])([F:34])[F:35])=[CH:31][CH:32]=4)=[CH:23][CH:24]=[CH:25][CH:26]=3)=[O:20])=[CH:14][CH:13]=2)[N:9]=1.